Dataset: Human Reference Interactome with 51,813 positive PPI pairs across 8,248 proteins, plus equal number of experimentally-validated negative pairs. Task: Binary Classification. Given two protein amino acid sequences, predict whether they physically interact or not. Protein 1 (ENSG00000158717) has sequence MAMFRSLVASAQQRQPPAGPAGGDSGLEAQYTCPICLEVYHRPVAIGSCGHTFCGECLQPCLQVPSPLCPLCRLPFDPKKVDKATHVEKQLSSYKAPCRGCNKKVTLAKMRVHISSCLKVQEQMANCPKFVPVVPTSQPIPSNIPNRSTFACPYCGARNLDQQELVKHCVESHRSDPNRVVCPICSAMPWGDPSYKSANFLQHLLHRHKFSYDTFVDYSIDEEAAFQAALALSLSEN*MRVHISSCLKVQEQMANCPKFVPVVPTSQPIPSNIPNRSTFACPYCGARNLDQQELVKHCVE.... Protein 2 (ENSG00000138663) has sequence MAAAVRQDLAQLMNSSGSHKDLAGKYRQILEKAIQLSGAEQLEALKAFVEAMVNENVSLVISRQLLTDFCTHLPNLPDSTAKEIYHFTLEKIQPRVISFEEQVASIRQHLASIYEKEEDWRNAAQVLVGIPLETGQKQYNVDYKLETYLKIARLYLEDDDPVQAEAYINRASLLQNESTNEQLQIHYKVCYARVLDYRRKFIEAAQRYNELSYKTIVHESERLEALKHALHCTILASAGQQRSRMLATLFKDERCQQLAAYGILEKMYLDRIIRGNQLQEFAAMLMPHQKATTADGSSIL.... Result: 0 (the proteins do not interact).